Dataset: Catalyst prediction with 721,799 reactions and 888 catalyst types from USPTO. Task: Predict which catalyst facilitates the given reaction. (1) Reactant: [Cl-].[Mg+2].[Cl-].[C:4]([O:10][C:11]([CH3:14])([CH3:13])[CH3:12])(=[O:9])[CH2:5][C:6]([CH3:8])=[O:7].[CH2:15]([C:17]1[CH:22]=[CH:21][C:20]([CH2:23][C:24](Cl)=[O:25])=[CH:19][CH:18]=1)[CH3:16].C(O)(=O)CC(CC(O)=O)(C(O)=O)O. Product: [C:6]([CH:5]([C:24](=[O:25])[CH2:23][C:20]1[CH:21]=[CH:22][C:17]([CH2:15][CH3:16])=[CH:18][CH:19]=1)[C:4]([O:10][C:11]([CH3:14])([CH3:13])[CH3:12])=[O:9])(=[O:7])[CH3:8]. The catalyst class is: 272. (2) Reactant: C([O:4][CH2:5][C@@:6]([NH:26]C(=O)C)([CH3:25])[CH2:7][CH2:8][C:9]1[O:10][C:11]([CH2:14][CH2:15][CH2:16][CH2:17][CH2:18][C:19]2[CH:24]=[CH:23][CH:22]=[CH:21][CH:20]=2)=[CH:12][CH:13]=1)(=O)C.O1CCCC1.CO.O.[OH-].[Li+]. Product: [NH2:26][C@:6]([CH3:25])([CH2:7][CH2:8][C:9]1[O:10][C:11]([CH2:14][CH2:15][CH2:16][CH2:17][CH2:18][C:19]2[CH:20]=[CH:21][CH:22]=[CH:23][CH:24]=2)=[CH:12][CH:13]=1)[CH2:5][OH:4]. The catalyst class is: 6. (3) Reactant: C[O:2][C:3]([C:5]1[S:6][C:7]([C:32]#[C:33][C:34]([CH3:37])([CH3:36])[CH3:35])=[CH:8][C:9]=1[N:10]([C@H:20]1[CH2:23][C@H:22]([O:24][CH2:25]C2C=CC=CC=2)[CH2:21]1)[C:11]([C@H:13]1[CH2:18][CH2:17][C@H:16]([CH3:19])[CH2:15][CH2:14]1)=[O:12])=[O:4].ClC1[N:44]=[CH:43][CH:42]=[CH:41][N:40]=1.C(#N)C.FC(F)(F)C(O)=O. Product: [CH3:36][C:34]([CH3:35])([CH3:37])[C:33]#[C:32][C:7]1[S:6][C:5]([C:3]([OH:2])=[O:4])=[C:9]([N:10]([C:11]([C@H:13]2[CH2:14][CH2:15][C@H:16]([CH3:19])[CH2:17][CH2:18]2)=[O:12])[C@H:20]2[CH2:21][C@H:22]([O:24][C:25]3[N:44]=[CH:43][CH:42]=[CH:41][N:40]=3)[CH2:23]2)[CH:8]=1. The catalyst class is: 6.